From a dataset of CYP2D6 inhibition data for predicting drug metabolism from PubChem BioAssay. Regression/Classification. Given a drug SMILES string, predict its absorption, distribution, metabolism, or excretion properties. Task type varies by dataset: regression for continuous measurements (e.g., permeability, clearance, half-life) or binary classification for categorical outcomes (e.g., BBB penetration, CYP inhibition). Dataset: cyp2d6_veith. (1) The molecule is N#Cc1ccccc1CN1C(=O)S/C(=C/c2cccn2-c2cccc(C(=O)O)c2)C1=O. The result is 0 (non-inhibitor). (2) The compound is CN(C)CC(O)COc1cccc(OCC(O)CN(C)C)c1.Cl. The result is 0 (non-inhibitor).